From a dataset of Full USPTO retrosynthesis dataset with 1.9M reactions from patents (1976-2016). Predict the reactants needed to synthesize the given product. Given the product [Br:1][C:2]1[CH:3]=[C:4]2[C:5]([C:11](=[O:16])[C:10](=[O:14])[NH:9]2)=[CH:6][C:7]=1[F:8], predict the reactants needed to synthesize it. The reactants are: [Br:1][C:2]1[CH:3]=[C:4]([NH:9][C:10](=[O:14])[CH:11]=NO)[CH:5]=[CH:6][C:7]=1[F:8].S(=O)(=O)(O)[OH:16].